Dataset: Full USPTO retrosynthesis dataset with 1.9M reactions from patents (1976-2016). Task: Predict the reactants needed to synthesize the given product. (1) The reactants are: [CH2:1]1[C:9]2[C:4](=[CH:5][CH:6]=[CH:7][CH:8]=2)[CH2:3][NH:2]1.[CH2:10]([O:12][C:13](=[O:33])[CH2:14][C:15]1[CH:16]=[C:17]2[C:21](=[CH:22][CH:23]=1)[N:20]([C:24]([O:26][C:27]([CH3:30])([CH3:29])[CH3:28])=[O:25])[C:19](=[O:31])[C:18]2=[O:32])[CH3:11]. Given the product [C:27]([O:26][C:24]([NH:20][C:21]1[CH:22]=[CH:23][C:15]([CH2:14][C:13]([O:12][CH2:10][CH3:11])=[O:33])=[CH:16][C:17]=1[C:18](=[O:32])[C:19]([N:2]1[CH2:3][C:4]2[C:9](=[CH:8][CH:7]=[CH:6][CH:5]=2)[CH2:1]1)=[O:31])=[O:25])([CH3:29])([CH3:28])[CH3:30], predict the reactants needed to synthesize it. (2) Given the product [Cl:10][C:11]1[CH:16]=[CH:4][C:5]2[S:6][CH:15]=[CH:14][C:13]=2[CH:12]=1, predict the reactants needed to synthesize it. The reactants are: C(O[CH:4](OCC)[CH2:5][SH:6])C.[Cl:10][C:11]1[CH:16]=[CH:15][CH:14]=[CH:13][CH:12]=1. (3) The reactants are: [CH2:1]([C:8]1[N:9]=[CH:10][C:11]2[CH2:17][CH2:16][NH:15][CH2:14][CH2:13][C:12]=2[N:18]=1)[C:2]1[CH:7]=[CH:6][CH:5]=[CH:4][CH:3]=1.[C:19]([OH:26])(=[O:25])/[CH:20]=[CH:21]/[C:22]([OH:24])=[O:23]. Given the product [C:19]([OH:26])(=[O:25])/[CH:20]=[CH:21]/[C:22]([OH:24])=[O:23].[CH2:1]([C:8]1[N:9]=[CH:10][C:11]2[CH2:17][CH2:16][NH:15][CH2:14][CH2:13][C:12]=2[N:18]=1)[C:2]1[CH:3]=[CH:4][CH:5]=[CH:6][CH:7]=1, predict the reactants needed to synthesize it. (4) Given the product [CH3:1][O:2][C:3](=[O:29])/[CH:4]=[CH:5]/[C:6]1[CH:7]=[C:8]2[C:25](=[CH:26][CH:27]=1)[O:24][C:11]1([CH2:16][CH2:15][N:14]([CH2:17][C:32]3[N:31]([CH3:30])[C:39]4[C:34]([CH:33]=3)=[CH:35][CH:36]=[CH:37][CH:38]=4)[CH2:13][CH2:12]1)[CH2:10][C:9]2=[O:28], predict the reactants needed to synthesize it. The reactants are: [CH3:1][O:2][C:3](=[O:29])/[CH:4]=[CH:5]/[C:6]1[CH:7]=[C:8]2[C:25](=[CH:26][CH:27]=1)[O:24][C:11]1([CH2:16][CH2:15][N:14]([C:17](OC(C)(C)C)=O)[CH2:13][CH2:12]1)[CH2:10][C:9]2=[O:28].[CH3:30][N:31]1[C:39]2[C:34](=[CH:35][CH:36]=[CH:37][CH:38]=2)[CH:33]=[C:32]1C=O.C(O[BH-](OC(=O)C)OC(=O)C)(=O)C.[Na+].